This data is from Full USPTO retrosynthesis dataset with 1.9M reactions from patents (1976-2016). The task is: Predict the reactants needed to synthesize the given product. (1) Given the product [CH2:39]([O:38][C:33]1[CH:34]=[CH:35][CH:36]=[CH:37][C:32]=1[N:30]1[C:18](=[O:19])[C:11]2[C@@H:12]3[C:15]([CH3:17])([CH3:16])[C@@:9]([CH3:8])([CH2:14][CH2:13]3)[C:10]=2[N:29]1[CH3:27])[CH3:40], predict the reactants needed to synthesize it. The reactants are: C(N(CC)CC)C.[CH3:8][C@:9]12[C:15]([CH3:17])([CH3:16])[C@H:12]([CH2:13][CH2:14]1)[CH:11]([C:18](Cl)=[O:19])[C:10]2=O.C(O[C:27]([NH:29][N:30]([C:32]1[CH:37]=[CH:36][CH:35]=[CH:34][C:33]=1[O:38][CH2:39][CH3:40])C)=O)(C)(C)C.Cl.O1CCOCC1. (2) Given the product [ClH:29].[F:27][C:24]([F:25])([F:26])[C:23]([NH:22][C:11]1([CH2:14][NH:15][C:16](=[O:21])[C:17]([F:20])([F:19])[F:18])[CH2:12][CH2:13][NH:8][CH2:9][CH2:10]1)=[O:28], predict the reactants needed to synthesize it. The reactants are: C(OC([N:8]1[CH2:13][CH2:12][C:11]([NH:22][C:23](=[O:28])[C:24]([F:27])([F:26])[F:25])([CH2:14][NH:15][C:16](=[O:21])[C:17]([F:20])([F:19])[F:18])[CH2:10][CH2:9]1)=O)(C)(C)C.[ClH:29]. (3) Given the product [Br:12][C:13]1[CH:21]=[CH:20][C:19]([CH2:22][N:23]2[C:29](=[O:30])[C:28]3[C:31]([F:38])=[CH:32][C:33]([CH:35]4[CH2:36][CH2:37]4)=[CH:34][C:27]=3[O:26][CH2:25][CH2:24]2)=[CH:18][C:14]=1[CH2:15][OH:16], predict the reactants needed to synthesize it. The reactants are: [BH4-].[Na+].B(F)(F)F.CCOCC.[Br:12][C:13]1[CH:21]=[CH:20][C:19]([CH2:22][N:23]2[C:29](=[O:30])[C:28]3[C:31]([F:38])=[CH:32][C:33]([CH:35]4[CH2:37][CH2:36]4)=[CH:34][C:27]=3[O:26][CH2:25][CH2:24]2)=[CH:18][C:14]=1[C:15](O)=[O:16]. (4) Given the product [CH3:9][O:10][C:11](=[O:12])[C:13]([NH:14][C:15]([O:17][CH2:18][C:19]1[CH:20]=[CH:21][CH:22]=[CH:23][CH:24]=1)=[O:16])=[CH:47][C:43]1[CH:42]=[C:41]2[C:46](=[CH:45][CH:44]=1)[N:38]([S:35]([CH2:34][CH2:33][Si:32]([CH3:31])([CH3:50])[CH3:49])(=[O:36])=[O:37])[CH:39]=[CH:40]2, predict the reactants needed to synthesize it. The reactants are: CN(C)C(N(C)C)=N.[CH3:9][O:10][C:11]([CH:13](P(OC)(OC)=O)[NH:14][C:15]([O:17][CH2:18][C:19]1[CH:24]=[CH:23][CH:22]=[CH:21][CH:20]=1)=[O:16])=[O:12].[CH3:31][Si:32]([CH3:50])([CH3:49])[CH2:33][CH2:34][S:35]([N:38]1[C:46]2[C:41](=[CH:42][C:43]([CH:47]=O)=[CH:44][CH:45]=2)[CH:40]=[CH:39]1)(=[O:37])=[O:36]. (5) Given the product [CH3:11][CH:12]1[CH2:13][N:14]([C:1]([NH:43][C:40]2[CH:39]=[CH:38][C:37]([O:36][C:34]3[CH:33]=[CH:32][N:31]=[C:30]([C:28]4[CH:27]=[N:26][N:25]([CH3:24])[CH:29]=4)[CH:35]=3)=[CH:42][N:41]=2)=[O:2])[C:15](=[O:23])[N:16]1[CH:17]1[CH2:22][CH2:21][O:20][CH2:19][CH2:18]1, predict the reactants needed to synthesize it. The reactants are: [C:1](Cl)(Cl)=[O:2].N1C=CC=CC=1.[CH3:11][CH:12]1[N:16]([CH:17]2[CH2:22][CH2:21][O:20][CH2:19][CH2:18]2)[C:15](=[O:23])[NH:14][CH2:13]1.[CH3:24][N:25]1[CH:29]=[C:28]([C:30]2[CH:35]=[C:34]([O:36][C:37]3[CH:38]=[CH:39][C:40]([NH2:43])=[N:41][CH:42]=3)[CH:33]=[CH:32][N:31]=2)[CH:27]=[N:26]1. (6) Given the product [CH2:1]([N:8]1[CH:12]=[C:11]([CH:13]=[O:14])[CH:10]=[N:9]1)[C:2]1[CH:3]=[CH:4][CH:5]=[CH:6][CH:7]=1, predict the reactants needed to synthesize it. The reactants are: [CH2:1]([N:8]1[CH:12]=[C:11]([CH2:13][OH:14])[CH:10]=[N:9]1)[C:2]1[CH:7]=[CH:6][CH:5]=[CH:4][CH:3]=1.CC(OI1(OC(C)=O)(OC(C)=O)OC(=O)C2C=CC=CC1=2)=O. (7) Given the product [CH3:27][O:28][C:29]1[CH:30]=[C:31]([NH:32][C:13]2[N:14]=[CH:15][C:16]([C:17]([N:19]3[CH2:20][CH2:21][CH2:22][CH2:23][CH2:24]3)=[O:18])=[C:11]3[C:10]([CH3:26])=[CH:9][NH:8][C:12]=23)[CH:33]=[CH:34][CH:35]=1, predict the reactants needed to synthesize it. The reactants are: C(OC([N:8]1[C:12]2=[C:13](Cl)[N:14]=[CH:15][C:16]([C:17]([N:19]3[CH2:24][CH2:23][CH2:22][CH2:21][CH2:20]3)=[O:18])=[C:11]2[C:10]([CH3:26])=[CH:9]1)=O)(C)(C)C.[CH3:27][O:28][C:29]1[CH:30]=[C:31]([CH:33]=[CH:34][CH:35]=1)[NH2:32].